From a dataset of Catalyst prediction with 721,799 reactions and 888 catalyst types from USPTO. Predict which catalyst facilitates the given reaction. (1) Reactant: C[O:2][C:3](=[O:45])[CH2:4][C:5]1[CH:6]=[C:7]([C:11]2[CH:16]=[CH:15][C:14]([C:17]([C:22]3[CH:27]=[CH:26][C:25]([CH2:28][CH2:29][CH:30]([O:35][Si](C(C)(C)C)(C)C)[C:31]([CH3:34])([CH3:33])[CH3:32])=[C:24]([CH3:43])[CH:23]=3)([CH2:20][CH3:21])[CH2:18][CH3:19])=[CH:13][C:12]=2[CH3:44])[CH:8]=[CH:9][CH:10]=1. Product: [CH2:18]([C:17]([C:14]1[CH:15]=[CH:16][C:11]([C:7]2[CH:8]=[CH:9][CH:10]=[C:5]([CH2:4][C:3]([OH:45])=[O:2])[CH:6]=2)=[C:12]([CH3:44])[CH:13]=1)([C:22]1[CH:27]=[CH:26][C:25]([CH2:28][CH2:29][CH:30]([OH:35])[C:31]([CH3:33])([CH3:34])[CH3:32])=[C:24]([CH3:43])[CH:23]=1)[CH2:20][CH3:21])[CH3:19]. The catalyst class is: 281. (2) Reactant: [NH:1]1[C:5]2=[N:6][CH:7]=[CH:8][CH:9]=[C:4]2[CH:3]=[C:2]1[C:10]([O:12]C)=O.[NH3:14].O. Product: [NH:1]1[C:5]2=[N:6][CH:7]=[CH:8][CH:9]=[C:4]2[CH:3]=[C:2]1[C:10]([NH2:14])=[O:12]. The catalyst class is: 5. (3) Reactant: C(OC(=O)[NH:7][S:8](=[O:31])(=[O:30])[NH:9][CH2:10][CH2:11][O:12][NH:13][C:14]([C@@H:16]1[CH2:22][CH2:21][C@@H:20]2[CH2:23][N:17]1[C:18](=[O:29])[N:19]2[O:24][S:25]([OH:28])(=[O:27])=[O:26])=[O:15])(C)(C)C.FC(F)(F)C(O)=O. Product: [O:29]=[C:18]1[N:17]2[CH2:23][C@@H:20]([CH2:21][CH2:22][C@H:16]2[C:14]([NH:13][O:12][CH2:11][CH2:10][NH:9][S:8](=[O:30])(=[O:31])[NH2:7])=[O:15])[N:19]1[O:24][S:25]([OH:28])(=[O:26])=[O:27]. The catalyst class is: 2. (4) The catalyst class is: 34. Reactant: O([C:9]([O:11][C:12]([CH3:15])([CH3:14])[CH3:13])=[O:10])[C:9]([O:11][C:12]([CH3:15])([CH3:14])[CH3:13])=[O:10].[NH2:16][CH2:17][C:18]1(C)[CH:23]=[CH:22][C:21]([CH2:24][NH2:25])=[CH:20][CH:19]1C. Product: [NH2:16][CH2:17][C:18]1[CH:23]=[CH:22][C:21]([CH2:24][NH:25][C:9](=[O:10])[O:11][C:12]([CH3:13])([CH3:14])[CH3:15])=[CH:20][CH:19]=1. (5) The catalyst class is: 278. Reactant: [Li+].[B-](CC)(CC)CC.[CH3:9][O:10][C:11]1[C:70]([O:71][CH2:72][CH2:73][CH2:74][CH2:75][CH2:76][O:77][C:78]2[C:79]([O:115][CH3:116])=[CH:80][C:81]3[C:87](=[O:88])[N:86]4[CH:89]=[C:90]([C:92]5[CH:97]=[CH:96][C:95]([N:98]6[CH2:103][CH2:102][N:101]([CH3:104])[CH2:100][CH2:99]6)=[CH:94][CH:93]=5)[CH2:91][C@H:85]4[C:84](=O)[N:83](COCC[Si](C)(C)C)[C:82]=3[CH:114]=2)=[CH:69][C:14]2[N:15](COCC[Si](C)(C)C)[C:16](=O)[C@@H:17]3[CH2:23][C:22]([C:24]4[CH:29]=[CH:28][C:27]([NH:30][C:31](=[O:59])[C@@H:32]([NH:34][C:35](=[O:58])[C@@H:36]([NH:40][C:41](=[O:57])[O:42][CH2:43][CH:44]5[C:56]6[CH:55]=[CH:54][CH:53]=[CH:52][C:51]=6[C:50]6[C:45]5=[CH:46][CH:47]=[CH:48][CH:49]=6)[CH:37]([CH3:39])[CH3:38])[CH3:33])=[CH:26][CH:25]=4)=[CH:21][N:18]3[C:19](=[O:20])[C:13]=2[CH:12]=1.C(Cl)Cl. Product: [CH3:9][O:10][C:11]1[C:70]([O:71][CH2:72][CH2:73][CH2:74][CH2:75][CH2:76][O:77][C:78]2[C:79]([O:115][CH3:116])=[CH:80][C:81]3[C:87](=[O:88])[N:86]4[CH:89]=[C:90]([C:92]5[CH:97]=[CH:96][C:95]([N:98]6[CH2:103][CH2:102][N:101]([CH3:104])[CH2:100][CH2:99]6)=[CH:94][CH:93]=5)[CH2:91][C@H:85]4[CH:84]=[N:83][C:82]=3[CH:114]=2)=[CH:69][C:14]2[N:15]=[CH:16][C@@H:17]3[CH2:23][C:22]([C:24]4[CH:29]=[CH:28][C:27]([NH:30][C:31](=[O:59])[C@@H:32]([NH:34][C:35](=[O:58])[C@@H:36]([NH:40][C:41](=[O:57])[O:42][CH2:43][CH:44]5[C:56]6[CH:55]=[CH:54][CH:53]=[CH:52][C:51]=6[C:50]6[C:45]5=[CH:46][CH:47]=[CH:48][CH:49]=6)[CH:37]([CH3:39])[CH3:38])[CH3:33])=[CH:26][CH:25]=4)=[CH:21][N:18]3[C:19](=[O:20])[C:13]=2[CH:12]=1. (6) Reactant: [Cl:1][C:2]1[CH:7]=[C:6]([Cl:8])[CH:5]=[CH:4][C:3]=1[C:9]1[N:10]([C:20]2[CH:25]=[CH:24][C:23]([O:26][CH2:27][CH2:28][C:29]([F:32])([F:31])[F:30])=[CH:22][CH:21]=2)[C:11]([CH3:19])=[C:12]([C:14]([O:16]CC)=[O:15])[N:13]=1.[OH-].[K+]. Product: [Cl:1][C:2]1[CH:7]=[C:6]([Cl:8])[CH:5]=[CH:4][C:3]=1[C:9]1[N:10]([C:20]2[CH:21]=[CH:22][C:23]([O:26][CH2:27][CH2:28][C:29]([F:31])([F:32])[F:30])=[CH:24][CH:25]=2)[C:11]([CH3:19])=[C:12]([C:14]([OH:16])=[O:15])[N:13]=1. The catalyst class is: 636. (7) Reactant: [CH2:1]([N:8]([CH2:30][CH2:31][C:32]1[CH:37]=[CH:36][CH:35]=[CH:34][CH:33]=1)[C:9](=[O:29])[CH2:10][C:11]1[CH:28]=[CH:27][C:14]([O:15][CH2:16][C:17]2[CH:26]=[CH:25][CH:24]=[CH:23][C:18]=2[C:19]([O:21]C)=[O:20])=[CH:13][CH:12]=1)[CH2:2][CH2:3][CH2:4][CH2:5][CH2:6][CH3:7].[OH-].[K+]. Product: [CH2:1]([N:8]([CH2:30][CH2:31][C:32]1[CH:37]=[CH:36][CH:35]=[CH:34][CH:33]=1)[C:9](=[O:29])[CH2:10][C:11]1[CH:12]=[CH:13][C:14]([O:15][CH2:16][C:17]2[CH:26]=[CH:25][CH:24]=[CH:23][C:18]=2[C:19]([OH:21])=[O:20])=[CH:27][CH:28]=1)[CH2:2][CH2:3][CH2:4][CH2:5][CH2:6][CH3:7]. The catalyst class is: 14. (8) Reactant: [CH2:1]([C@@:5]1([CH2:27][CH3:28])[NH:11][C@H:10]([C:12]2[CH:17]=[CH:16][CH:15]=[CH:14][CH:13]=2)[C:9]2[CH:18]=[C:19]([OH:24])[C:20]([O:22][CH3:23])=[CH:21][C:8]=2[S:7](=[O:26])(=[O:25])[CH2:6]1)[CH2:2][CH2:3][CH3:4].N1C=CC=CC=1.[S:35](O[S:35]([C:38]([F:41])([F:40])[F:39])(=[O:37])=[O:36])([C:38]([F:41])([F:40])[F:39])(=[O:37])=[O:36]. Product: [F:39][C:38]([F:41])([F:40])[S:35]([O:24][C:19]1[C:20]([O:22][CH3:23])=[CH:21][C:8]2[S:7](=[O:26])(=[O:25])[CH2:6][C@:5]([CH2:1][CH2:2][CH2:3][CH3:4])([CH2:27][CH3:28])[NH:11][C@H:10]([C:12]3[CH:13]=[CH:14][CH:15]=[CH:16][CH:17]=3)[C:9]=2[CH:18]=1)(=[O:37])=[O:36]. The catalyst class is: 2. (9) Reactant: [CH2:1]([O:3][C:4]([C:6]1[CH2:10][CH2:9][CH2:8][C:7]=1[NH:11][CH2:12][CH2:13][CH:14]([CH3:16])[CH3:15])=[O:5])[CH3:2].B.N1C=CC=CC=1. Product: [CH2:1]([O:3][C:4]([C@@H:6]1[CH2:10][CH2:9][CH2:8][C@@H:7]1[NH:11][CH2:12][CH2:13][CH:14]([CH3:15])[CH3:16])=[O:5])[CH3:2].[CH2:1]([O:3][C:4]([C@@H:6]1[CH2:10][CH2:9][CH2:8][C@H:7]1[NH:11][CH2:12][CH2:13][CH:14]([CH3:15])[CH3:16])=[O:5])[CH3:2]. The catalyst class is: 15.